Predict the reaction yield, written as a fraction of the theoretical maximum amount of product (1.0 means a 100% yield; for example, 0.34 means a 34% yield). From a dataset of Reaction yield outcomes from USPTO patents with 853,638 reactions. (1) The reactants are [NH2:1][C@H:2]1[C:5]([CH3:7])([CH3:6])[N:4]([OH:8])[C:3]1=[O:9].C(N(CC)CC)C.Cl[C:18](=[O:55])/[C:19](=[N:45]\[O:46][CH2:47][C:48]([O:50][C:51]([CH3:54])([CH3:53])[CH3:52])=[O:49])/[C:20]1[N:21]=[C:22]([NH:25][C:26]([C:39]2[CH:44]=[CH:43][CH:42]=[CH:41][CH:40]=2)([C:33]2[CH:38]=[CH:37][CH:36]=[CH:35][CH:34]=2)[C:27]2[CH:32]=[CH:31][CH:30]=[CH:29][CH:28]=2)[S:23][CH:24]=1. The catalyst is C1COCC1. The product is [OH:8][N:4]1[C:3](=[O:9])[C@@H:2]([NH:1][C:18](=[O:55])/[C:19](=[N:45]\[O:46][CH2:47][C:48]([O:50][C:51]([CH3:53])([CH3:52])[CH3:54])=[O:49])/[C:20]2[N:21]=[C:22]([NH:25][C:26]([C:33]3[CH:34]=[CH:35][CH:36]=[CH:37][CH:38]=3)([C:39]3[CH:44]=[CH:43][CH:42]=[CH:41][CH:40]=3)[C:27]3[CH:28]=[CH:29][CH:30]=[CH:31][CH:32]=3)[S:23][CH:24]=2)[C:5]1([CH3:7])[CH3:6]. The yield is 0.332. (2) The reactants are [NH2:1][C@@H:2]1[C:11]2[C:6](=[CH:7][CH:8]=[CH:9][CH:10]=2)[C@H:5]([OH:12])[CH2:4][CH2:3]1.[H-].[Na+].F[C:16]1[CH:17]=[CH:18][C:19]2[N:20]([C:22]([C@@H:25]3[CH2:29][CH2:28][CH2:27][N:26]3[CH3:30])=[N:23][N:24]=2)[CH:21]=1.[NH4+].[Cl-]. The catalyst is CN(C=O)C. The product is [CH3:30][N:26]1[CH2:27][CH2:28][CH2:29][C@H:25]1[C:22]1[N:20]2[CH:21]=[C:16]([O:12][C@H:5]3[C:6]4[C:11](=[CH:10][CH:9]=[CH:8][CH:7]=4)[C@@H:2]([NH2:1])[CH2:3][CH2:4]3)[CH:17]=[CH:18][C:19]2=[N:24][N:23]=1. The yield is 0.360. (3) The yield is 0.420. No catalyst specified. The product is [NH2:13][C:11]1[N:12]=[C:7]([N:1]2[CH2:6][CH2:5][N:4]([C:30]([NH:29][C:25]3[CH:24]=[C:23]([CH3:32])[CH:28]=[CH:27][CH:26]=3)=[O:31])[CH2:3][CH2:2]2)[C:8]2[N:16]=[C:15]([C:17]3[CH:18]=[N:19][CH:20]=[CH:21][CH:22]=3)[S:14][C:9]=2[N:10]=1. The reactants are [N:1]1([C:7]2[C:8]3[N:16]=[C:15]([C:17]4[CH:18]=[N:19][CH:20]=[CH:21][CH:22]=4)[S:14][C:9]=3[N:10]=[C:11]([NH2:13])[N:12]=2)[CH2:6][CH2:5][NH:4][CH2:3][CH2:2]1.[C:23]1([CH3:32])[CH:28]=[CH:27][CH:26]=[C:25]([N:29]=[C:30]=[O:31])[CH:24]=1. (4) The reactants are [F:1][C:2]([F:13])([F:12])[C@@H:3]1[CH2:8][CH2:7][C@H:6]([C:9](O)=[O:10])[CH2:5][CH2:4]1.Cl. The catalyst is O1CCCC1. The product is [F:1][C:2]([F:12])([F:13])[C@@H:3]1[CH2:4][CH2:5][C@H:6]([CH2:9][OH:10])[CH2:7][CH2:8]1. The yield is 0.940. (5) The catalyst is CO. The product is [CH3:1][N:2]1[C:6]([CH:7]2[C:16]3=[N:30][NH:31][C:18](=[O:20])[C:14]4[CH:13]=[CH:12][CH:11]=[C:10]([C:15]=43)[NH:9][CH:8]2[C:23]2[CH:28]=[CH:27][CH:26]=[CH:25][CH:24]=2)=[CH:5][N:4]=[CH:3]1. The reactants are [CH3:1][N:2]1[C:6]([CH:7]2[C:16](=O)[C:15]3[C:14]([C:18]([O:20]CC)=O)=[CH:13][CH:12]=[CH:11][C:10]=3[NH:9][CH:8]2[C:23]2[CH:28]=[CH:27][CH:26]=[CH:25][CH:24]=2)=[CH:5][N:4]=[CH:3]1.O.[NH2:30][NH2:31]. The yield is 0.460. (6) The reactants are [Cl:1]N1C(=O)CCC1=O.[Cl:9][C:10]1[C:18]2[C:17]([O:19][CH3:20])=[N:16][C:15]([NH:21][CH:22]=[O:23])=[N:14][C:13]=2[N:12]([C@@H:24]2[O:34][C@H:33]([CH2:35][O:36][C:37](=[O:41])[CH:38]([CH3:40])[CH3:39])[C@@H:26]([O:27][C:28](=[O:32])[CH:29]([CH3:31])[CH3:30])[CH2:25]2)[CH:11]=1. The catalyst is C(Cl)Cl. The product is [CH3:30][CH:29]([CH3:31])[C:28]([O:27][C@@H:26]1[C@@H:33]([CH2:35][O:36][C:37](=[O:41])[CH:38]([CH3:40])[CH3:39])[O:34][C@@H:24]([N:12]2[C:13]3[N:14]=[C:15]([NH:21][CH:22]=[O:23])[N:16]=[C:17]([O:19][CH3:20])[C:18]=3[C:10]([Cl:9])=[C:11]2[Cl:1])[CH2:25]1)=[O:32]. The yield is 0.720. (7) The reactants are [CH:1]1([N:4]([CH:34]2[CH2:36][CH2:35]2)[C:5]([C:7]2[N:31]([CH2:32][CH3:33])[C:10]3=[N:11][C:12]([NH:19]/[C:20](/SC)=[CH:21]/[C:22](=[O:28])[CH:23]([O:26][CH3:27])[O:24][CH3:25])=[C:13]4[N:17]=[CH:16][N:15]([CH3:18])[C:14]4=[C:9]3[CH:8]=2)=[O:6])[CH2:3][CH2:2]1.[CH2:37]([N:39]([C:41]([O:43][C:44]([CH3:47])([CH3:46])[CH3:45])=[O:42])[NH2:40])[CH3:38]. The catalyst is C(O)(=O)C. The product is [CH:1]1([N:4]([CH:34]2[CH2:36][CH2:35]2)[C:5]([C:7]2[N:31]([CH2:32][CH3:33])[C:10]3=[N:11][C:12]([NH:19]/[C:20](/[NH:40][N:39]([CH2:37][CH3:38])[C:41]([O:43][C:44]([CH3:46])([CH3:45])[CH3:47])=[O:42])=[CH:21]/[C:22](=[O:28])[CH:23]([O:26][CH3:27])[O:24][CH3:25])=[C:13]4[N:17]=[CH:16][N:15]([CH3:18])[C:14]4=[C:9]3[CH:8]=2)=[O:6])[CH2:3][CH2:2]1. The yield is 1.00. (8) The reactants are C(=O)([O-])[O-].[K+].[K+].[CH3:7][N:8]=[C:9]=[O:10].[CH2:11]([C:13]1[C:14]([O:19][C:20]2[CH:25]=[CH:24][C:23]([C:26]([F:29])([F:28])[F:27])=[CH:22][C:21]=2[N+:30]([O-:32])=[O:31])=[N:15][NH:16][C:17]=1[CH3:18])[CH3:12].Cl. The catalyst is C(OCC)(=O)C. The product is [CH3:7][NH:8][C:9]([N:16]1[C:17]([CH3:18])=[C:13]([CH2:11][CH3:12])[C:14]([O:19][C:20]2[CH:25]=[CH:24][C:23]([C:26]([F:29])([F:28])[F:27])=[CH:22][C:21]=2[N+:30]([O-:32])=[O:31])=[N:15]1)=[O:10]. The yield is 0.555.